From a dataset of Reaction yield outcomes from USPTO patents with 853,638 reactions. Predict the reaction yield, written as a fraction of the theoretical maximum amount of product (1.0 means a 100% yield; for example, 0.34 means a 34% yield). (1) The reactants are C[O:2][C:3]([C:5]1[CH:10]=[CH:9][C:8]([C:11]2[CH:16]=[CH:15][CH:14]=[CH:13][C:12]=2[F:17])=[CH:7][C:6]=1[NH2:18])=[O:4].[OH-].[Na+]. The catalyst is C1COCC1. The product is [NH2:18][C:6]1[CH:7]=[C:8]([C:11]2[CH:16]=[CH:15][CH:14]=[CH:13][C:12]=2[F:17])[CH:9]=[CH:10][C:5]=1[C:3]([OH:4])=[O:2]. The yield is 0.840. (2) The reactants are CC(OI1(OC(C)=O)(OC(C)=O)OC(=O)C2C=CC=CC1=2)=O.[CH:23]1([CH2:29][CH2:30][CH2:31][CH2:32][OH:33])[CH2:28][CH2:27][CH2:26][CH2:25][CH2:24]1.C(OCC)C.[OH-].[Na+]. The catalyst is ClCCl. The product is [CH:23]1([CH2:29][CH2:30][CH2:31][CH:32]=[O:33])[CH2:28][CH2:27][CH2:26][CH2:25][CH2:24]1. The yield is 0.900. (3) The reactants are [CH3:1][O:2][C:3]1[CH:8]=[CH:7][CH:6]=[C:5]([O:9][CH2:10][C:11]2[CH:16]=[C:15]([CH3:17])[CH:14]=[CH:13][N:12]=2)[C:4]=1[C:18]1[CH:28]=[CH:27][C:21]2[CH2:22][CH2:23][NH:24][CH2:25][CH2:26][C:20]=2[CH:19]=1.[CH3:29][S:30]([OH:33])(=[O:32])=[O:31]. The catalyst is CC(O)C. The product is [CH3:29][S:30]([OH:33])(=[O:32])=[O:31].[CH3:1][O:2][C:3]1[CH:8]=[CH:7][CH:6]=[C:5]([O:9][CH2:10][C:11]2[CH:16]=[C:15]([CH3:17])[CH:14]=[CH:13][N:12]=2)[C:4]=1[C:18]1[CH:28]=[CH:27][C:21]2[CH2:22][CH2:23][NH:24][CH2:25][CH2:26][C:20]=2[CH:19]=1. The yield is 0.820. (4) The reactants are Cl[C:2]1[N:7]=[C:6]([C:8]([OH:11])([CH3:10])[CH3:9])[CH:5]=[C:4]([C:12]2[CH:17]=[CH:16][C:15]([C:18]([F:21])([F:20])[F:19])=[CH:14][CH:13]=2)[N:3]=1.[CH3:22][C:23]1[O:24][C:25]([C:28]2[CH:33]=[CH:32][C:31]([NH2:34])=[CH:30][CH:29]=2)=[CH:26][N:27]=1. No catalyst specified. The product is [CH3:22][C:23]1[O:24][C:25]([C:28]2[CH:33]=[CH:32][C:31]([NH:34][C:2]3[N:7]=[C:6]([C:8]([OH:11])([CH3:10])[CH3:9])[CH:5]=[C:4]([C:12]4[CH:17]=[CH:16][C:15]([C:18]([F:21])([F:20])[F:19])=[CH:14][CH:13]=4)[N:3]=3)=[CH:30][CH:29]=2)=[CH:26][N:27]=1. The yield is 0.210. (5) The reactants are [CH3:1][CH:2]1[CH2:7][N:6]([C:8]([O:10][CH2:11][C:12]2[CH:17]=[CH:16][CH:15]=[CH:14][CH:13]=2)=[O:9])[CH2:5][CH:4]=[CH:3]1.C1C=C(Cl)C=C(C(OO)=[O:26])C=1. The catalyst is C(Cl)Cl. The product is [CH3:1][CH:2]1[CH:3]2[CH:4]([O:26]2)[CH2:5][N:6]([C:8]([O:10][CH2:11][C:12]2[CH:17]=[CH:16][CH:15]=[CH:14][CH:13]=2)=[O:9])[CH2:7]1. The yield is 0.390. (6) The reactants are [N:1]1([CH2:7][C:8]2[CH:9]=[CH:10][C:11]3[NH:17][C:16]4[CH:18]=[CH:19][C:20]([C:22]([O:24][CH2:25][CH3:26])=[O:23])=[CH:21][C:15]=4[CH2:14][CH2:13][C:12]=3[CH:27]=2)[CH2:6][CH2:5][CH2:4][CH2:3][CH2:2]1.[CH3:28][I:29]. The catalyst is ClCCl. The product is [I-:29].[CH2:25]([O:24][C:22]([C:20]1[CH:19]=[CH:18][C:16]2[NH:17][C:11]3[CH:10]=[CH:9][C:8]([CH2:7][N+:1]4([CH3:28])[CH2:2][CH2:3][CH2:4][CH2:5][CH2:6]4)=[CH:27][C:12]=3[CH2:13][CH2:14][C:15]=2[CH:21]=1)=[O:23])[CH3:26]. The yield is 1.00.